This data is from Forward reaction prediction with 1.9M reactions from USPTO patents (1976-2016). The task is: Predict the product of the given reaction. (1) Given the reactants Br[C:2]1[C:3]([C:11]2[CH:16]=[CH:15][N:14]=[CH:13][CH:12]=2)=[N:4][N:5]2[CH:10]=[CH:9][CH:8]=[N:7][C:6]=12.[CH3:17][O:18]/[N:19]=[C:20]1\[CH2:21][CH2:22][C:23]2[C:28]\1=[CH:27][CH:26]=[C:25](B(O)O)[CH:24]=2.C(N(CC)CC)C, predict the reaction product. The product is: [CH3:17][O:18][N:19]=[C:20]1[C:28]2[C:23](=[CH:24][C:25]([C:2]3[C:3]([C:11]4[CH:16]=[CH:15][N:14]=[CH:13][CH:12]=4)=[N:4][N:5]4[CH:10]=[CH:9][CH:8]=[N:7][C:6]=34)=[CH:26][CH:27]=2)[CH2:22][CH2:21]1. (2) Given the reactants [CH2:1]([N:3]([CH2:30][CH2:31][C:32]1[C:40]2[C:35](=[CH:36][CH:37]=[CH:38][CH:39]=2)[NH:34][CH:33]=1)[CH:4]1[C:12]2[C:7](=[CH:8][C:9]([C:13]([NH:15][C:16]3[CH:21]=[CH:20][CH:19]=[CH:18][C:17]=3[NH:22]C(=O)OC(C)(C)C)=[O:14])=[CH:10][CH:11]=2)[CH2:6][CH2:5]1)[CH3:2].C(O)(C(F)(F)F)=O, predict the reaction product. The product is: [NH2:22][C:17]1[CH:18]=[CH:19][CH:20]=[CH:21][C:16]=1[NH:15][C:13]([C:9]1[CH:8]=[C:7]2[C:12](=[CH:11][CH:10]=1)[CH:4]([N:3]([CH2:1][CH3:2])[CH2:30][CH2:31][C:32]1[C:40]3[C:35](=[CH:36][CH:37]=[CH:38][CH:39]=3)[NH:34][CH:33]=1)[CH2:5][CH2:6]2)=[O:14]. (3) Given the reactants C[O:2][C:3]1[N:8]=[CH:7][C:6]([C:9]2[N:18]=[C:17]([N:19]3[CH2:24][CH2:23][O:22][CH2:21][CH2:20]3)[C:16]3[C:11](=[C:12]4[CH:27]=[CH:26][N:25]([CH3:28])[C:13]4=[CH:14][CH:15]=3)[N:10]=2)=[CH:5][CH:4]=1.CO, predict the reaction product. The product is: [CH3:28][N:25]1[C:13]2=[CH:14][CH:15]=[C:16]3[C:11]([N:10]=[C:9]([C:6]4[CH:5]=[CH:4][C:3]([OH:2])=[N:8][CH:7]=4)[N:18]=[C:17]3[N:19]3[CH2:24][CH2:23][O:22][CH2:21][CH2:20]3)=[C:12]2[CH:27]=[CH:26]1. (4) Given the reactants [H-].[Al+3].[Li+].[H-].[H-].[H-].[Br:7][C:8]1[CH:13]=[C:12]([CH:14]=[CH:15]N(C)C)[C:11]([N+:19]([O-])=O)=[CH:10][N:9]=1.N, predict the reaction product. The product is: [Br:7][C:8]1[CH:13]=[C:12]2[CH:14]=[CH:15][NH:19][C:11]2=[CH:10][N:9]=1. (5) Given the reactants CCCCCCC.[O:8]1[CH2:12][CH2:11][CH2:10][CH2:9]1.C(C1C=CC=CC=1)C.C([N-]C(C)C)(C)C.[Li+].[CH:29]1[C:34]2([CH2:39][CH2:38][CH2:37][CH2:36][CH2:35]2)[CH2:33][CH2:32][CH2:31][C:30]=1[CH2:40][O:41][C:42]1[CH:49]=[CH:48][C:45]([CH:46]=[O:47])=[CH:44][CH:43]=1.[Cl-].[NH4+].[O:52]1CCCC1, predict the reaction product. The product is: [CH2:9]([O:8][C:12](=[O:52])[CH2:11][CH:46]([OH:47])[C:45]1[CH:48]=[CH:49][C:42]([O:41][CH2:40][C:30]2[CH2:31][CH2:32][CH2:33][C:34]3([CH2:35][CH2:36][CH2:37][CH2:38][CH2:39]3)[CH:29]=2)=[CH:43][CH:44]=1)[CH3:10].